This data is from Forward reaction prediction with 1.9M reactions from USPTO patents (1976-2016). The task is: Predict the product of the given reaction. Given the reactants [NH:1]1[C:5]2=[N:6][CH:7]=[CH:8][CH:9]=[C:4]2[C:3]([C:10]([C:12]2[CH:13]=[N:14][C:15]([O:18][CH2:19][C:20]3[CH:25]=[CH:24][CH:23]=[C:22]([C:26]([F:29])([F:28])[F:27])[CH:21]=3)=[CH:16][CH:17]=2)=[O:11])=[CH:2]1.[BH4-].[Na+], predict the reaction product. The product is: [NH:1]1[C:5]2=[N:6][CH:7]=[CH:8][CH:9]=[C:4]2[C:3]([CH:10]([C:12]2[CH:13]=[N:14][C:15]([O:18][CH2:19][C:20]3[CH:25]=[CH:24][CH:23]=[C:22]([C:26]([F:27])([F:29])[F:28])[CH:21]=3)=[CH:16][CH:17]=2)[OH:11])=[CH:2]1.